From a dataset of Experimentally validated miRNA-target interactions with 360,000+ pairs, plus equal number of negative samples. Binary Classification. Given a miRNA mature sequence and a target amino acid sequence, predict their likelihood of interaction. (1) The miRNA is mmu-miR-224-5p with sequence UAAGUCACUAGUGGUUCCGUU. The protein sequence of the target gene is MRCPKCLLCLSALLTLLGLKVYIEWTSESRLSKAYPSPRGTPPSPTPANPEPTLPANLSTRLGQTIPLPFAYWNQQQWRLGSLPSGDSTETGGCQAWGAAAATEIPDFASYPKDLRRFLLSAACRSFPQWLPGGGGSQVSSCSDTDVPYLLLAVKSEPGRFAERQAVRETWGSPAPGIRLLFLLGSPVGEAGPDLDSLVAWESRRYSDLLLWDFLDVPFNQTLKDLLLLAWLGRHCPTVSFVLRAQDDAFVHTPALLAHLRALPPASARSLYLGEVFTQAMPLRKPGGPFYVPESFFEGG.... Result: 0 (no interaction). (2) The miRNA is hsa-miR-6862-3p with sequence CCUCACCCAGCUCUCUGGCCCUCU. The protein sequence of the target gene is MFCHLRPLRRFGLRKVLPHWLHYSRALSGAEAINALRPFYFAVHPDFFGQHPREREVNENSLKRLSVYLENLQKPGFKSLKPTQLTFYIREKTAQNSSEGQEPISTTGFRAVRFTLHSSDLLSTVLYILNSCSLPVEHVQSLNTNVHSQPLKEATGMPDRPIKWHRSYYSFTGFKDPDEDLTHVSRVETTLTSWLGSNGKGAVKKLRNSLPLRKELDRLKNELSELLQLSDIRWQRGWGVAHRCSQLHSLSRLAQQNPGPLQNVKGCTVVFTDRSGMSALGHVMLGTMDVHHHWTRLFES.... Result: 0 (no interaction). (3) The miRNA is hsa-miR-2117 with sequence UGUUCUCUUUGCCAAGGACAG. The protein sequence of the target gene is MSCLDVMYQVYGPPQPYFAAAYTPYHQKLAYYSKMQEAQECNASPSSSGSGSSSFSSQTPASIKEEEGSPEKERPPEAEYINSRCVLFTYFQGDISSVVDEHFSRALSQPSSYSPSCTSSKAPRSSGPWRDCSFPMSQRSFPASFWNSAYQAPVPPPLGSPLATAHSELPFAAADPYSPAALHGHLHQGATEPWHHAHPHHAHPHHPYALGGALGAQAAPYPRPAAVHEVYAPHFDPRYGPLLMPAASGRPARLATAPAPAPGSPPCELSGKGEPAGAAWAGPGGPFASPSGDVAQGLGL.... Result: 1 (interaction). (4) The miRNA is hsa-miR-548y with sequence AAAAGUAAUCACUGUUUUUGCC. The protein sequence of the target gene is MKQLKRKRKSNFSVQETQTLLKEITKRKEVIFSKQLNTTINVMKRMAWEEIAQCVNAVGEGEQRTGTEVKRRYLDWRALMKRKRMKANIKLVGSGFPLPSSDLDDSLTEEIDEKIGFRNDANFDWQNVADFRDAGGSLTEVKVEEEERDPQSPEFEIEEEEEMLSSVIPDSRRENELPDFPHIDEFFTLNSTPSRSAYDEPHLLVNIEKQKLELEKRRLDIEAERLQVEKERLQIEKERLRHLDMEHERLQLEKERLQIEREKLRLQIVNSEKPSLENELGQGEKSMLQPQDIETEKLKL.... Result: 1 (interaction). (5) The miRNA is hsa-miR-6833-5p with sequence GUGUGGAAGAUGGGAGGAGAAA. The protein sequence of the target gene is MVVSAGPWSSEKAEMNILEINEKLRPQLAENKQQFRNLKERCFLTQLAGFLANRQKKYKYEECKDLIKFMLRNERQFKEEKLAEQLKQAEELRQYKVLVHSQERELTQLREKLREGRDASRSLNEHLQALLTPDEPDKSQGQDLQEQLAEGCRLAQQLVQKLSPENDEDEDEDVQVEEDEKVLESSAPREVQKAEESKVPEDSLEECAITCSNSHGPCDSIQPHKNIKITFEEDKVNSTVVVDRKSSHDECQDALNILPVPGPTSSATNVSMVVSAGPLSSEKAEMNILEINEKLRPQLA.... Result: 0 (no interaction). (6) The protein sequence of the target gene is MANSSLSQVLLMWKPGKIQKGPCSAEQQTLTSRLLRDTETCRRNFRNFPYPDVAGPRKALCQLRELCLKWLRPEVHSKEQILELLVLEQFLSILPGEVRTWVNSQYPESSEEVVALVEDLTQILEEEEAPQSSALPQDTPEDDPNHDPNPASQAGWLSDVVTKDLVTFNDVAVDITQEDWELMPPVQKELYKTVTLQNYWNMVSLGLTVYRPTVIPVLEEPWMVIKEIVEGPNPEWEPKAQAQCPAKHLPELKQDGTQTVKLEDSYDDDNDDSVESPPVCAFGMIHIDEEGFSVKSELSQ.... The miRNA is mmu-miR-15b-5p with sequence UAGCAGCACAUCAUGGUUUACA. Result: 0 (no interaction). (7) The miRNA is hsa-miR-5590-3p with sequence AAUAAAGUUCAUGUAUGGCAA. The protein sequence of the target gene is MDWGTELWDQFEVLERHTQWGLDLLDRYVKFVKERTEVEQAYAKQLRSLVKKYLPKRPAKDDPESKFSQQQSFVQILQEVNDFAGQRELVAENLSVRVCLELTKYSQEMKQERKMHFQEGRRAQQQLENGFKQLENSKRKFERDCREAEKAAQTAERLDQDINATKADVEKAKQQAHLRSHMAEESKNEYAAQLQRFNRDQAHFYFSQMPQIFDKLQDMDERRATRLGAGYGLLSEAELEVVPIIAKCLEGMKVAANAVDPKNDSHVLIELHKSGFARPGDVEFEDFSQPMNRAPSDSSL.... Result: 1 (interaction). (8) The miRNA is hsa-miR-4421 with sequence ACCUGUCUGUGGAAAGGAGCUA. The protein sequence of the target gene is MAGAATQASLESAPRIMRLVAECSRSRARAGELWLPHGTVATPVFMPVGTQATMKGITTEQLDALGCRICLGNTYHLGLRPGPELIQKANGLHGFMNWPHNLLTDSGGFQMVSLVSLSEVTEEGVRFRSPYDGNETLLSPEKSVQIQNALGSDIIMQLDDVVSSTVTGPRVEEAMYRSIRWLDRCIAAHQRPDKQNLFAIIQGGLDADLRATCLEEMTKRDVPGFAIGGLSGGESKSQFWRMVALSTSRLPKDKPRYLMGVGYATDLVVCVALGCDMFDCVFPTRTARFGSALVPTGNLQ.... Result: 0 (no interaction). (9) The miRNA is hsa-let-7c-3p with sequence CUGUACAACCUUCUAGCUUUCC. The protein sequence of the target gene is MERVGTPEEERQAGPVLPTSLESDSSKRTSWGFLITGVVGGALLTVYAVATPFITPALRKVCLPFVPATSKQVENVVRMLRHRRGPLVDIGSGDGRIVIAAAKEGFPAVGYELNPWLVWYSRYRAWRAGVHGSAKFYISDLWKVTFAQYSNVVIFGVPQMMPQLEKKLELELEDGARVIACRFPFPRWTPDHTTGEGIDTVWAYDMSAQRGRGGRPNQEWVGQKNLSETAGLQASSSETRSKLLDVE. Result: 0 (no interaction). (10) The miRNA is hsa-miR-150-3p with sequence CUGGUACAGGCCUGGGGGACAG. The protein sequence of the target gene is MASVSTHGNQEKSPHLPPLSKQSLLFCPKSKLHIHRGEIAKIIRECQEESFWKRALPFSLISMLVTQGLVHQGYLAANPRFGSLPKVALAGLLGFGLGKASYIRVCQSKFHSFEDQLRGAGFGPEHNRHCLLTCEDCKTRRGLSEKAGSQPSAS. Result: 0 (no interaction).